This data is from Catalyst prediction with 721,799 reactions and 888 catalyst types from USPTO. The task is: Predict which catalyst facilitates the given reaction. (1) Reactant: C[Si](C)(C)[O:3][CH2:4][CH2:5][O:6][C:7]1([C:11]#[N:12])[CH2:10][CH2:9][CH2:8]1.[NH2:15][OH:16].[C:17]([C:24]([O:26][CH2:27][CH3:28])=[O:25])#[C:18][C:19]([O:21][CH2:22][CH3:23])=[O:20]. Product: [CH2:22]([O:21][C:19](=[O:20])[C:18]([O:16][NH:15][C:11]([C:7]1([O:6][CH2:5][CH2:4][OH:3])[CH2:10][CH2:9][CH2:8]1)=[NH:12])=[CH:17][C:24]([O:26][CH2:27][CH3:28])=[O:25])[CH3:23]. The catalyst class is: 14. (2) Reactant: [CH3:13][C:12]([O:11][C:9](O[C:9]([O:11][C:12]([CH3:15])([CH3:14])[CH3:13])=[O:10])=[O:10])([CH3:15])[CH3:14].[I:16][C:17]1[CH:18]=[C:19]([CH:27]=[CH:28][CH:29]=1)[CH2:20][C@@H:21]1[CH2:26][O:25][CH2:24][CH2:23][NH:22]1.CCN(CC)CC. Product: [C:12]([O:11][C:9]([N:22]1[CH2:23][CH2:24][O:25][CH2:26][C@H:21]1[CH2:20][C:19]1[CH:27]=[CH:28][CH:29]=[C:17]([I:16])[CH:18]=1)=[O:10])([CH3:13])([CH3:14])[CH3:15]. The catalyst class is: 2. (3) Reactant: Cl[C:2]1[CH:3]=[C:4]([CH:12]=[CH:13][N:14]=1)[C:5]([O:7][C:8]([CH3:11])([CH3:10])[CH3:9])=[O:6].CN1C(=O)CCC1.[CH2:22]([Mg]Cl)[CH:23]([CH3:25])[CH3:24]. Product: [CH2:22]([C:2]1[CH:3]=[C:4]([CH:12]=[CH:13][N:14]=1)[C:5]([O:7][C:8]([CH3:11])([CH3:10])[CH3:9])=[O:6])[CH:23]([CH3:25])[CH3:24]. The catalyst class is: 1. (4) Reactant: [C:1]([C:3]1[CH:20]=[CH:19][C:6]([CH2:7][NH:8][C:9](=[O:18])[C:10]2[CH:15]=[CH:14][C:13]([F:16])=[C:12]([CH3:17])[CH:11]=2)=[C:5]([OH:21])[CH:4]=1)#[N:2].C1(P(C2C=CC=CC=2)C2C=CC=CC=2)C=CC=CC=1.[C:41]([NH:48][CH2:49][CH2:50]O)([O:43][C:44]([CH3:47])([CH3:46])[CH3:45])=[O:42].CCOC(/N=N/C(OCC)=O)=O. Product: [C:44]([O:43][C:41](=[O:42])[NH:48][CH2:49][CH2:50][O:21][C:5]1[CH:4]=[C:3]([C:1]#[N:2])[CH:20]=[CH:19][C:6]=1[CH2:7][NH:8][C:9](=[O:18])[C:10]1[CH:15]=[CH:14][C:13]([F:16])=[C:12]([CH3:17])[CH:11]=1)([CH3:47])([CH3:46])[CH3:45]. The catalyst class is: 1. (5) Reactant: [NH2:1][C:2]1[C:3]([C:7]2[N:8]([CH2:27][CH3:28])[C:9]3[C:14]([C:15](O)=[O:16])=[C:13]([O:18][C:19]4[CH:24]=[CH:23][C:22]([F:25])=[CH:21][CH:20]=4)[N:12]=[CH:11][C:10]=3[N:26]=2)=[N:4][O:5][N:6]=1.[C:29]([C:36]1[NH:37][CH:38]=CN=1)([C:31]1[NH:32]C=CN=1)=O.C([C@H]1CCN(N)C1)(OC(C)(C)C)=O.C(O)(C(F)(F)F)=O. Product: [NH2:32][C@H:31]1[CH2:29][CH2:36][N:37]([C:15]([C:14]2[C:9]3[N:8]([CH2:27][CH3:28])[C:7]([C:3]4[C:2]([NH2:1])=[N:6][O:5][N:4]=4)=[N:26][C:10]=3[CH:11]=[N:12][C:13]=2[O:18][C:19]2[CH:24]=[CH:23][C:22]([F:25])=[CH:21][CH:20]=2)=[O:16])[CH2:38]1. The catalyst class is: 735. (6) Reactant: [CH3:1][C:2]1([CH3:17])[C:10]2[C:5](=[CH:6][C:7]([C:11]3[CH:16]=[CH:15][N:14]=[CH:13][CH:12]=3)=[CH:8][CH:9]=2)[NH:4][CH2:3]1.Cl[C:19]1[C:28]2[C:23](=[CH:24][C:25]([F:29])=[CH:26][CH:27]=2)[N:22]=[C:21]([C:30]2[CH:35]=[CH:34][CH:33]=[CH:32][N:31]=2)[C:20]=1[CH3:36].C(=O)([O-])[O-].[Cs+].[Cs+].C1C=CC(P(C2C(C3C(P(C4C=CC=CC=4)C4C=CC=CC=4)=CC=C4C=3C=CC=C4)=C3C(C=CC=C3)=CC=2)C2C=CC=CC=2)=CC=1. Product: [CH3:1][C:2]1([CH3:17])[C:10]2[C:5](=[CH:6][C:7]([C:11]3[CH:12]=[CH:13][N:14]=[CH:15][CH:16]=3)=[CH:8][CH:9]=2)[N:4]([C:19]2[C:28]3[C:23](=[CH:24][C:25]([F:29])=[CH:26][CH:27]=3)[N:22]=[C:21]([C:30]3[CH:35]=[CH:34][CH:33]=[CH:32][N:31]=3)[C:20]=2[CH3:36])[CH2:3]1. The catalyst class is: 101.